Dataset: Reaction yield outcomes from USPTO patents with 853,638 reactions. Task: Predict the reaction yield, written as a fraction of the theoretical maximum amount of product (1.0 means a 100% yield; for example, 0.34 means a 34% yield). (1) The reactants are [CH2:1]([O:3][C:4]1[CH:5]=[C:6]([CH:12]([NH2:18])[CH2:13][S:14]([CH3:17])(=[O:16])=[O:15])[CH:7]=[CH:8][C:9]=1[O:10][CH3:11])[CH3:2].[C:19]([NH:22][C:23]1[CH:33]=[CH:32][CH:31]=[C:25]2[C:26]([O:28][C:29](=O)[C:24]=12)=[O:27])(=[O:21])[CH3:20]. The catalyst is C(O)(=O)C. The product is [CH2:1]([O:3][C:4]1[CH:5]=[C:6]([CH:12]([N:18]2[C:29](=[O:28])[C:24]3[C:25](=[CH:31][CH:32]=[CH:33][C:23]=3[NH:22][C:19](=[O:21])[CH3:20])[C:26]2=[O:27])[CH2:13][S:14]([CH3:17])(=[O:16])=[O:15])[CH:7]=[CH:8][C:9]=1[O:10][CH3:11])[CH3:2]. The yield is 0.590. (2) The reactants are [CH2:1]([O:8][C:9]1[CH:15]=[CH:14][C:12]([NH2:13])=[C:11]([CH3:16])[CH:10]=1)[C:2]1[CH:7]=[CH:6][CH:5]=[CH:4][CH:3]=1.N1(CO)C2C=CC=C[C:20]=2N=N1.[BH4-].[Na+].O. The catalyst is CN(C)C=O.CO.C(OCC)(=O)C. The product is [CH3:20][NH:13][C:12]1[CH:14]=[CH:15][C:9]([O:8][CH2:1][C:2]2[CH:3]=[CH:4][CH:5]=[CH:6][CH:7]=2)=[CH:10][C:11]=1[CH3:16]. The yield is 0.625. (3) The reactants are [CH3:1][N:2]([S:26]([C:29]1[S:30][CH:31]=[CH:32][CH:33]=1)(=[O:28])=[O:27])[C:3]1[CH:4]=[CH:5][CH:6]=[C:7]2[C:11]=1[NH:10][C:9]([C:12]1[S:13][CH:14]([CH2:17][CH2:18][S:19][CH2:20][C:21]([O:23]CC)=[O:22])[CH2:15][N:16]=1)=[CH:8]2.[OH-].[K+].Cl. The catalyst is O1CCCC1.CO.O. The product is [CH3:1][N:2]([S:26]([C:29]1[S:30][CH:31]=[CH:32][CH:33]=1)(=[O:28])=[O:27])[C:3]1[CH:4]=[CH:5][CH:6]=[C:7]2[C:11]=1[NH:10][C:9]([C:12]1[S:13][CH:14]([CH2:17][CH2:18][S:19][CH2:20][C:21]([OH:23])=[O:22])[CH2:15][N:16]=1)=[CH:8]2. The yield is 0.610. (4) The reactants are [CH:1]1[CH:8]=[CH:7][CH:6]=[CH:5][CH:4]=[CH:3][CH:2]=1.[C:9]1(=[O:15])[O:14][C:12](=[O:13])[CH:11]=[CH:10]1. The catalyst is C1(C=CC(O)=CC=1)O. The product is [C@@H:1]12[CH:8]=[CH:7][C@H:6]([C@@H:5]3[C@H:2]1[CH:3]=[CH:4]3)[C@H:11]1[C@@H:10]2[C:9](=[O:15])[O:14][C:12]1=[O:13]. The yield is 0.650. (5) The reactants are Br[C:2]1[CH:3]=[C:4]2[C:9](=[CH:10][CH:11]=1)[C:8](=[O:12])[N:7]([CH3:13])[CH:6]=[CH:5]2.[CH3:14]B(O)O.C([O-])([O-])=O.[K+].[K+]. The catalyst is O.O1CCOCC1.C1C=CC([P]([Pd]([P](C2C=CC=CC=2)(C2C=CC=CC=2)C2C=CC=CC=2)([P](C2C=CC=CC=2)(C2C=CC=CC=2)C2C=CC=CC=2)[P](C2C=CC=CC=2)(C2C=CC=CC=2)C2C=CC=CC=2)(C2C=CC=CC=2)C2C=CC=CC=2)=CC=1. The product is [CH3:13][N:7]1[CH:6]=[CH:5][C:4]2[C:9](=[CH:10][CH:11]=[C:2]([CH3:14])[CH:3]=2)[C:8]1=[O:12]. The yield is 0.828.